Dataset: Forward reaction prediction with 1.9M reactions from USPTO patents (1976-2016). Task: Predict the product of the given reaction. (1) Given the reactants [CH2:1]([N:8]1[C:12]2[CH:13]=[CH:14][C:15]3[N:16]([C:17]([CH3:20])=[N:18][N:19]=3)[C:11]=2[CH:10]=[C:9]1[C:21](O)=[O:22])[C:2]1[CH:7]=[CH:6][CH:5]=[CH:4][CH:3]=1.[CH:24]([N:27](CC)C(C)C)(C)[CH3:25].F[P-](F)(F)(F)(F)F.C[N+](C)=C(N(C)C)ON1C2N=CC=CC=2N=N1.C(N)C, predict the reaction product. The product is: [CH2:1]([N:8]1[C:12]2[CH:13]=[CH:14][C:15]3[N:16]([C:17]([CH3:20])=[N:18][N:19]=3)[C:11]=2[CH:10]=[C:9]1[C:21]([NH:27][CH2:24][CH3:25])=[O:22])[C:2]1[CH:3]=[CH:4][CH:5]=[CH:6][CH:7]=1. (2) Given the reactants [F:1][C:2]1[CH:3]=[C:4]([CH:20]=[CH:21][C:22]=1[NH:23][C:24]([NH:26][C:27]1[CH:32]=[C:31]([CH3:33])[CH:30]=[CH:29][C:28]=1[F:34])=[O:25])[O:5][C:6]1[CH:11]=[CH:10][N:9]=[C:8]([C:12]2[NH:16][CH:15]=[C:14]([C:17](O)=[O:18])[CH:13]=2)[CH:7]=1.CN(C(ON1N=NC2C=CC=NC1=2)=[N+](C)C)C.F[P-](F)(F)(F)(F)F.C(N(CC)C(C)C)(C)C.[NH2:68][CH2:69][CH2:70][NH:71][C:72](=[O:78])[O:73][C:74]([CH3:77])([CH3:76])[CH3:75].Cl, predict the reaction product. The product is: [F:1][C:2]1[CH:3]=[C:4]([CH:20]=[CH:21][C:22]=1[NH:23][C:24]([NH:26][C:27]1[CH:32]=[C:31]([CH3:33])[CH:30]=[CH:29][C:28]=1[F:34])=[O:25])[O:5][C:6]1[CH:11]=[CH:10][N:9]=[C:8]([C:12]2[NH:16][CH:15]=[C:14]([C:17]([NH:68][CH2:69][CH2:70][NH:71][C:72](=[O:78])[O:73][C:74]([CH3:76])([CH3:75])[CH3:77])=[O:18])[CH:13]=2)[CH:7]=1. (3) Given the reactants [CH2:1]1[C:9]2[C:4](=[CH:5][CH:6]=[CH:7][CH:8]=2)[CH2:3][CH:2]1[CH2:10][C:11]#[N:12].[CH2:13]([Mg]Br)[CH3:14], predict the reaction product. The product is: [CH2:3]1[C:4]2[C:9](=[CH:8][CH:7]=[CH:6][CH:5]=2)[CH2:1][CH:2]1[CH2:10][C:11]1([NH2:12])[CH2:14][CH2:13]1. (4) Given the reactants C(OC([N:8]1[CH2:13][CH2:12][N:11]([CH2:14][C:15]2[C:23]3[O:22][CH:21]=[CH:20][C:19]=3[CH:18]=[C:17]([NH2:24])[CH:16]=2)[CH2:10][CH2:9]1)=O)(C)(C)C.[CH3:25][C:26]1[CH:31]=[CH:30][CH:29]=[CH:28][C:27]=1[S:32]([Cl:35])(=[O:34])=[O:33], predict the reaction product. The product is: [ClH:35].[ClH:35].[CH3:25][C:26]1[CH:31]=[CH:30][CH:29]=[CH:28][C:27]=1[S:32]([NH:24][C:17]1[CH:16]=[C:15]([CH2:14][N:11]2[CH2:10][CH2:9][NH:8][CH2:13][CH2:12]2)[C:23]2[O:22][CH:21]=[CH:20][C:19]=2[CH:18]=1)(=[O:34])=[O:33].